From a dataset of Catalyst prediction with 721,799 reactions and 888 catalyst types from USPTO. Predict which catalyst facilitates the given reaction. (1) Reactant: [Cl:1][C:2]1[C:3]([NH:11][CH3:12])=[N:4][CH:5]=[C:6]([N+:8]([O-])=O)[CH:7]=1.C(O)(=O)C.[OH-].[Na+]. Product: [Cl:1][C:2]1[C:3]([NH:11][CH3:12])=[N:4][CH:5]=[C:6]([NH2:8])[CH:7]=1. The catalyst class is: 679. (2) The catalyst class is: 14. Product: [OH:17]/[C:16](/[C:10]1[CH:11]=[CH:12][CH:13]=[CH:14][CH:15]=1)=[C:18](/[C:19]1[CH:20]=[CH:21][CH:22]=[CH:23][CH:24]=1)\[CH:2]=[O:3]. Reactant: C[CH2:2][O-:3].[Na+].C(OCC)=O.[C:10]1([C:16]([CH2:18][C:19]2[CH:24]=[CH:23][CH:22]=[CH:21][CH:20]=2)=[O:17])[CH:15]=[CH:14][CH:13]=[CH:12][CH:11]=1. (3) Reactant: [OH:1][C:2]([C:5]1[CH:17]=[C:16]2[C:8]([C:9]3[C:10](B4OC(C)(C)C(C)(C)O4)=[CH:11][CH:12]=[C:13]([C:18]([NH2:20])=[O:19])[C:14]=3[NH:15]2)=[CH:7][CH:6]=1)([CH3:4])[CH3:3].Br[C:31]1[C:32]([CH3:49])=[C:33]([NH:37][C:38]2[C:47]3[C:42](=[C:43]([F:48])[CH:44]=[CH:45][CH:46]=3)[N:41]=[CH:40][N:39]=2)[CH:34]=[CH:35][CH:36]=1.C(=O)([O-])[O-].[Na+].[Na+]. Product: [F:48][C:43]1[CH:44]=[CH:45][CH:46]=[C:47]2[C:42]=1[N:41]=[CH:40][N:39]=[C:38]2[NH:37][C:33]1[C:32]([CH3:49])=[C:31]([C:10]2[C:9]3[C:8]4[C:16](=[CH:17][C:5]([C:2]([OH:1])([CH3:4])[CH3:3])=[CH:6][CH:7]=4)[NH:15][C:14]=3[C:13]([C:18]([NH2:20])=[O:19])=[CH:12][CH:11]=2)[CH:36]=[CH:35][CH:34]=1. The catalyst class is: 335. (4) Reactant: C(=N[NH:15][C:16]1[CH:25]=[CH:24][CH:23]=[C:22]2[C:17]=1[CH:18]=[CH:19][N:20]=[CH:21]2)(C1C=CC=CC=1)C1C=CC=CC=1.[C:26]([C:29]1[CH:34]=[CH:33][CH:32]=[CH:31][CH:30]=1)(=O)[CH3:27].CC1C=CC(S(O)(=O)=O)=CC=1. Product: [C:29]1([C:26]2[NH:15][C:16]3=[C:17]4[C:22](=[CH:23][CH:24]=[C:25]3[CH:27]=2)[CH:21]=[N:20][CH:19]=[CH:18]4)[CH:34]=[CH:33][CH:32]=[CH:31][CH:30]=1. The catalyst class is: 14. (5) The catalyst class is: 5. Reactant: [NH2:1][C:2]1[CH:7]=[CH:6][C:5]([C:8]2[C:16]3[C:11](=[CH:12][N:13]=[CH:14][CH:15]=3)[NH:10][C:9]=2[C:17]([O:19]CC)=O)=[CH:4][CH:3]=1.[NH3:22].C. Product: [NH2:1][C:2]1[CH:3]=[CH:4][C:5]([C:8]2[C:16]3[C:11](=[CH:12][N:13]=[CH:14][CH:15]=3)[NH:10][C:9]=2[C:17]([NH2:22])=[O:19])=[CH:6][CH:7]=1. (6) Reactant: C(Cl)(=O)C(Cl)=O.[C:7]1([C:13]2[N:18]=[CH:17][C:16]([C:19]([OH:21])=O)=[CH:15][N:14]=2)[CH:12]=[CH:11][CH:10]=[CH:9][CH:8]=1.[NH2:22][N:23]1[C:31]2[C:26](=[CH:27][CH:28]=[CH:29][CH:30]=2)[CH2:25][CH2:24]1.C(N(CC)CC)C. Product: [N:23]1([NH:22][C:19]([C:16]2[CH:17]=[N:18][C:13]([C:7]3[CH:8]=[CH:9][CH:10]=[CH:11][CH:12]=3)=[N:14][CH:15]=2)=[O:21])[C:31]2[C:26](=[CH:27][CH:28]=[CH:29][CH:30]=2)[CH2:25][CH2:24]1. The catalyst class is: 2. (7) Reactant: [N+:1]([C:4]1[CH:5]=[CH:6][C:7]2[NH:13][C:12](=[O:14])[O:11][CH2:10][CH2:9][C:8]=2[CH:15]=1)([O-:3])=[O:2].[C:16](=O)([O-])[O-].[K+].[K+].IC. Product: [N+:1]([C:4]1[CH:5]=[CH:6][C:7]2[N:13]([CH3:16])[C:12](=[O:14])[O:11][CH2:10][CH2:9][C:8]=2[CH:15]=1)([O-:3])=[O:2]. The catalyst class is: 18. (8) Reactant: [Cl:1][C:2]1[C:7]([CH2:8][NH:9][C:10](=[O:15])[C:11]([CH3:14])([CH3:13])[CH3:12])=[CH:6][CH:5]=[C:4]([Cl:16])[C:3]=1[NH:17][C:18]1[N:22]([CH3:23])[C:21]2[CH:24]=[C:25]([N:31]3[CH2:36][CH2:35][CH:34]([C:37]([F:40])([F:39])[F:38])[CH2:33][CH2:32]3)[C:26]([C:28]([OH:30])=O)=[CH:27][C:20]=2[N:19]=1.ClC(N(C)C)=C(C)C.[Cl:49][C:50]1[CH:51]=[C:52]([CH:54]=[CH:55][C:56]=1[F:57])[NH2:53].CCN(C(C)C)C(C)C. Product: [Cl:49][C:50]1[CH:51]=[C:52]([NH:53][C:28]([C:26]2[C:25]([N:31]3[CH2:32][CH2:33][CH:34]([C:37]([F:39])([F:38])[F:40])[CH2:35][CH2:36]3)=[CH:24][C:21]3[N:22]([CH3:23])[C:18]([NH:17][C:3]4[C:4]([Cl:16])=[CH:5][CH:6]=[C:7]([CH2:8][NH:9][C:10](=[O:15])[C:11]([CH3:14])([CH3:13])[CH3:12])[C:2]=4[Cl:1])=[N:19][C:20]=3[CH:27]=2)=[O:30])[CH:54]=[CH:55][C:56]=1[F:57]. The catalyst class is: 23. (9) Reactant: [CH:1]1([NH:4][C:5]([C:7]2[CH:8]=[CH:9][C:10]([CH3:37])=[C:11]([N:13]3[C:22](=[O:23])[C:21]4[C:16](=[CH:17][CH:18]=[C:19]([O:24][C@@H:25]5[CH2:29][CH2:28][N:27](C(OC(C)(C)C)=O)[CH2:26]5)[CH:20]=4)[N:15]=[CH:14]3)[CH:12]=2)=[O:6])[CH2:3][CH2:2]1.Cl. Product: [CH:1]1([NH:4][C:5](=[O:6])[C:7]2[CH:8]=[CH:9][C:10]([CH3:37])=[C:11]([N:13]3[C:22](=[O:23])[C:21]4[C:16](=[CH:17][CH:18]=[C:19]([O:24][C@@H:25]5[CH2:29][CH2:28][NH:27][CH2:26]5)[CH:20]=4)[N:15]=[CH:14]3)[CH:12]=2)[CH2:2][CH2:3]1. The catalyst class is: 12. (10) Reactant: [Br:1][C:2]1[N:7]=[C:6]([CH:8]([N:13]2[CH2:18][CH2:17][O:16][CH2:15][CH2:14]2)[C:9]([O:11]C)=[O:10])[CH:5]=[CH:4][CH:3]=1.[OH-].[K+:20]. Product: [Br:1][C:2]1[N:7]=[C:6]([CH:8]([N:13]2[CH2:18][CH2:17][O:16][CH2:15][CH2:14]2)[C:9]([O-:11])=[O:10])[CH:5]=[CH:4][CH:3]=1.[K+:20]. The catalyst class is: 36.